This data is from Peptide-MHC class I binding affinity with 185,985 pairs from IEDB/IMGT. The task is: Regression. Given a peptide amino acid sequence and an MHC pseudo amino acid sequence, predict their binding affinity value. This is MHC class I binding data. The MHC is HLA-B83:01 with pseudo-sequence HLA-B83:01. The binding affinity (normalized) is 0.213. The peptide sequence is SVMAIFYLR.